Dataset: Forward reaction prediction with 1.9M reactions from USPTO patents (1976-2016). Task: Predict the product of the given reaction. Given the reactants [CH2:1]([O:4][C:5]1[CH:16]=[C:15]([N+:17]([O-])=O)[CH:14]=[CH:13][C:6]=1[C:7]([O:9][CH2:10][CH:11]=[CH2:12])=[O:8])[CH:2]=[CH2:3].Cl[Sn]Cl, predict the reaction product. The product is: [CH2:1]([O:4][C:5]1[CH:16]=[C:15]([NH2:17])[CH:14]=[CH:13][C:6]=1[C:7]([O:9][CH2:10][CH:11]=[CH2:12])=[O:8])[CH:2]=[CH2:3].